This data is from Catalyst prediction with 721,799 reactions and 888 catalyst types from USPTO. The task is: Predict which catalyst facilitates the given reaction. (1) Reactant: [C:1]([O:5][CH2:6][CH2:7][CH2:8][P:9](=[O:20])([O:15][Si](C)(C)C)[O:10][Si](C)(C)C)(=[O:4])[CH:2]=[CH2:3]. Product: [C:1]([O:5][CH2:6][CH2:7][CH2:8][P:9](=[O:10])([OH:20])[OH:15])(=[O:4])[CH:2]=[CH2:3]. The catalyst class is: 5. (2) Reactant: [NH2:1][C:2]1[CH:9]=[CH:8][C:5]([C:6]#[N:7])=[CH:4][C:3]=1[Cl:10].C1(C)C(C)=CC=CC=1.C[Sn]([N:23]=[N+:24]=[N-:25])(C)C. Product: [Cl:10][C:3]1[CH:4]=[C:5]([C:6]2[NH:25][N:24]=[N:23][N:7]=2)[CH:8]=[CH:9][C:2]=1[NH2:1]. The catalyst class is: 5. (3) Reactant: Cl.[CH3:2][C:3]1[S:4][C:5]2[CH:11]=[CH:10][C:9]([O:12][CH2:13][CH:14]([OH:22])[CH2:15][N:16]3[CH2:21][CH2:20][NH:19][CH2:18][CH2:17]3)=[CH:8][C:6]=2[N:7]=1.C(N(CC)CC)C.Cl[CH2:31][C:32]1[CH:36]=[C:35]([C:37]2[CH:42]=[CH:41][C:40]([C:43]([F:46])([F:45])[F:44])=[CH:39][CH:38]=2)[O:34][N:33]=1. Product: [CH3:2][C:3]1[S:4][C:5]2[CH:11]=[CH:10][C:9]([O:12][CH2:13][CH:14]([OH:22])[CH2:15][N:16]3[CH2:17][CH2:18][N:19]([CH2:31][C:32]4[CH:36]=[C:35]([C:37]5[CH:38]=[CH:39][C:40]([C:43]([F:45])([F:44])[F:46])=[CH:41][CH:42]=5)[O:34][N:33]=4)[CH2:20][CH2:21]3)=[CH:8][C:6]=2[N:7]=1. The catalyst class is: 107.